This data is from Full USPTO retrosynthesis dataset with 1.9M reactions from patents (1976-2016). The task is: Predict the reactants needed to synthesize the given product. (1) The reactants are: Cl[CH2:2][CH2:3][CH2:4][CH2:5][S:6]([NH:9][C:10]1[C:11](F)=[C:12]([CH:17]=[C:18]([N+:20]([O-:22])=[O:21])[CH:19]=1)[C:13]([O:15][CH3:16])=[O:14])(=[O:8])=[O:7].CCN(CC)CC.[CH3:31][OH:32]. Given the product [O:7]=[S:6]1(=[O:8])[CH2:5][CH2:4][CH2:3][CH2:2][N:9]1[C:10]1[C:11]([O:32][CH3:31])=[C:12]([CH:17]=[C:18]([N+:20]([O-:22])=[O:21])[CH:19]=1)[C:13]([O:15][CH3:16])=[O:14], predict the reactants needed to synthesize it. (2) Given the product [CH:21]1([NH:27][C:2]2[CH:11]=[CH:10][C:5]([C:6]([O:8][CH3:9])=[O:7])=[CH:4][C:3]=2[N+:12]([O-:14])=[O:13])[CH2:26][CH2:25][CH2:24][CH2:23][CH2:22]1, predict the reactants needed to synthesize it. The reactants are: Cl[C:2]1[CH:11]=[CH:10][C:5]([C:6]([O:8][CH3:9])=[O:7])=[CH:4][C:3]=1[N+:12]([O-:14])=[O:13].C([O-])([O-])=O.[K+].[K+].[CH:21]1([NH2:27])[CH2:26][CH2:25][CH2:24][CH2:23][CH2:22]1. (3) Given the product [NH:5]1[CH2:31][CH2:32][N:33]=[C:4]1[C:3]1[C:2]([NH2:1])=[C:9]([O:10][CH3:11])[C:8]([O:12][CH2:13][O:14][CH3:15])=[CH:7][CH:6]=1, predict the reactants needed to synthesize it. The reactants are: [NH2:1][C:2]1[C:9]([O:10][CH3:11])=[C:8]([O:12][CH2:13][O:14][CH3:15])[CH:7]=[CH:6][C:3]=1[C:4]#[N:5].P12(SP3(SP(SP(S3)(S1)=S)(=S)S2)=S)=S.O.[CH2:31](N)[CH2:32][NH2:33]. (4) Given the product [F:38][CH2:23][C:21]1[N:22]=[C:16]2[N:17]([CH:18]=[N:19][C:14]([CH2:13][N:9]3[CH:10]=[CH:11][N:12]=[C:8]3[C:3]3[C:2]([F:1])=[CH:7][CH:6]=[CH:5][N:4]=3)=[C:15]2[CH2:25][CH2:26][CH3:27])[N:20]=1, predict the reactants needed to synthesize it. The reactants are: [F:1][C:2]1[C:3]([C:8]2[N:9]([CH2:13][C:14]3[N:19]=[CH:18][N:17]4[N:20]=[C:21]([CH2:23]O)[N:22]=[C:16]4[C:15]=3[CH2:25][CH2:26][CH3:27])[CH:10]=[CH:11][N:12]=2)=[N:4][CH:5]=[CH:6][CH:7]=1.COCCN(S(F)(F)[F:38])CCOC.C([O-])(O)=O.[Na+].C(=O)=O. (5) Given the product [Cl:1][C:2]1[N:3]=[C:4]([N:12]2[CH2:17][CH2:16][O:15][CH2:14][CH2:13]2)[C:5]2[N:10]=[C:9]([C:28]3[CH:29]=[C:24]([CH2:23][NH:22][S:19]([CH3:18])(=[O:20])=[O:21])[CH:25]=[CH:26][CH:27]=3)[S:8][C:6]=2[N:7]=1, predict the reactants needed to synthesize it. The reactants are: [Cl:1][C:2]1[N:3]=[C:4]([N:12]2[CH2:17][CH2:16][O:15][CH2:14][CH2:13]2)[C:5]2[N:10]=[C:9](I)[S:8][C:6]=2[N:7]=1.[CH3:18][S:19]([NH:22][CH2:23][C:24]1[CH:25]=[C:26](B(O)O)[CH:27]=[CH:28][CH:29]=1)(=[O:21])=[O:20].